From a dataset of Reaction yield outcomes from USPTO patents with 853,638 reactions. Predict the reaction yield, written as a fraction of the theoretical maximum amount of product (1.0 means a 100% yield; for example, 0.34 means a 34% yield). (1) The reactants are [CH2:1]([O:8][C:9]1[CH:16]=[CH:15][C:12]([CH:13]=O)=[CH:11][C:10]=1[N+:17]([O-:19])=[O:18])[C:2]1[CH:7]=[CH:6][CH:5]=[CH:4][CH:3]=1.[CH2:20]([O:22][CH2:23][C:24]([O:26][CH2:27][CH3:28])=[O:25])[CH3:21].CC(C)([O-])C.[K+].C(O)(=O)C.C1(C)C=CC(S(O)(=O)=O)=CC=1. The catalyst is O1CCCC1.C1(C)C=CC=CC=1.C(Cl)Cl. The product is [CH2:1]([O:8][C:9]1[CH:16]=[CH:15][C:12](/[CH:13]=[C:23](\[O:22][CH2:20][CH3:21])/[C:24]([O:26][CH2:27][CH3:28])=[O:25])=[CH:11][C:10]=1[N+:17]([O-:19])=[O:18])[C:2]1[CH:7]=[CH:6][CH:5]=[CH:4][CH:3]=1. The yield is 0.110. (2) The reactants are [N+:1]([C:4]1[N:5]([CH2:9][C:10]#[CH:11])[CH:6]=[CH:7][N:8]=1)([O-:3])=[O:2].[C:12]([O:15][CH:16]([CH2:21][O:22][S:23]([C:26]1[CH:32]=[CH:31][C:29]([CH3:30])=[CH:28][CH:27]=1)(=[O:25])=[O:24])[CH2:17][N:18]=[N+:19]=[N-:20])(=[O:14])[CH3:13].CCN(C(C)C)C(C)C. The catalyst is C1COCC1.[Cu]I. The product is [C:12]([O:15][CH:16]([CH2:21][O:22][S:23]([C:26]1[CH:32]=[CH:31][C:29]([CH3:30])=[CH:28][CH:27]=1)(=[O:25])=[O:24])[CH2:17][N:18]1[CH:11]=[C:10]([CH2:9][N:5]2[CH:6]=[CH:7][N:8]=[C:4]2[N+:1]([O-:3])=[O:2])[N:20]=[N:19]1)(=[O:14])[CH3:13]. The yield is 0.810. (3) The reactants are [H-].[Al+3].[Li+].[H-].[H-].[H-].[Cl-].[Al+3].[Cl-].[Cl-].[Br:11][C:12]1[C:13]([CH3:25])=[CH:14][C:15]2[O:19][C:18]([CH3:21])([CH3:20])[C:17](=O)[C:16]=2[C:23]=1[CH3:24].[OH-].[Na+]. The catalyst is O.C1COCC1. The product is [Br:11][C:12]1[C:13]([CH3:25])=[CH:14][C:15]2[O:19][C:18]([CH3:20])([CH3:21])[CH2:17][C:16]=2[C:23]=1[CH3:24]. The yield is 0.840. (4) The reactants are I[CH2:2][C@@H:3]([CH3:16])[CH2:4][N:5]1[C:14]2[C:9](=[CH:10][CH:11]=[CH:12][CH:13]=2)[CH2:8][CH2:7][C:6]1=[O:15].[CH2:17]([CH:21]1[CH2:27][CH:26]2[NH:28][CH:23]([CH2:24][CH2:25]2)[CH2:22]1)[CH2:18][CH2:19][CH3:20]. The catalyst is CC#N. The product is [CH2:17]([CH:21]1[CH2:22][CH:23]2[N:28]([CH2:2][C@@H:3]([CH3:16])[CH2:4][N:5]3[C:14]4[C:9](=[CH:10][CH:11]=[CH:12][CH:13]=4)[CH2:8][CH2:7][C:6]3=[O:15])[CH:26]([CH2:25][CH2:24]2)[CH2:27]1)[CH2:18][CH2:19][CH3:20]. The yield is 0.300. (5) The product is [Cl:1][C:2]1[CH:7]=[CH:6][C:5]([N+:12]([O-:14])=[O:13])=[CH:4][C:3]=1[CH2:8][C:9]([OH:11])=[O:10]. The yield is 0.790. The catalyst is OS(O)(=O)=O. The reactants are [Cl:1][C:2]1[CH:7]=[CH:6][CH:5]=[CH:4][C:3]=1[CH2:8][C:9]([OH:11])=[O:10].[N+:12]([O-])([OH:14])=[O:13]. (6) The reactants are CN(C)C=O.[CH3:6][C:7]1([CH3:14])[O:12][CH2:11][CH:10]([OH:13])[CH2:9][O:8]1.[H-].[Na+].[CH2:17](Br)[C:18]1[CH:23]=[CH:22][CH:21]=[CH:20][CH:19]=1. The yield is 0.545. The product is [CH2:17]([O:13][CH:10]1[CH2:11][O:12][C:7]([CH3:14])([CH3:6])[O:8][CH2:9]1)[C:18]1[CH:23]=[CH:22][CH:21]=[CH:20][CH:19]=1. The catalyst is [I-].C([N+](CCCC)(CCCC)CCCC)CCC.O.